Predict the reactants needed to synthesize the given product. From a dataset of Full USPTO retrosynthesis dataset with 1.9M reactions from patents (1976-2016). (1) Given the product [Cl:1][C:2]1[CH:11]=[C:10]2[C:5]([CH2:6][CH2:7][C:8](=[O:13])[N:9]2[CH3:12])=[CH:4][C:3]=1[C:24]1[C:33]2[CH2:32][CH2:31][CH2:30][CH:29]([NH:34][S:35]([CH2:38][CH3:39])(=[O:37])=[O:36])[C:28]=2[CH:27]=[N:26][CH:25]=1, predict the reactants needed to synthesize it. The reactants are: [Cl:1][C:2]1[CH:11]=[C:10]2[C:5]([CH2:6][CH2:7][C:8](=[O:13])[N:9]2[CH3:12])=[CH:4][C:3]=1B1OC(C)(C)C(C)(C)O1.Br[C:24]1[C:33]2[CH2:32][CH2:31][CH2:30][CH:29]([NH:34][S:35]([CH2:38][CH3:39])(=[O:37])=[O:36])[C:28]=2[CH:27]=[N:26][CH:25]=1. (2) Given the product [C:1]([C:3]1[C:4]([N:18]2[CH2:23][CH2:22][N:21]([C:33]([NH:32][CH2:31][C:28]3[CH:29]=[CH:30][C:25]([F:24])=[CH:26][CH:27]=3)=[O:34])[CH2:20][CH2:19]2)=[N:5][C:6]([C:14]([F:15])([F:17])[F:16])=[C:7]([CH:13]=1)[C:8]([O:10][CH2:11][CH3:12])=[O:9])#[N:2], predict the reactants needed to synthesize it. The reactants are: [C:1]([C:3]1[C:4]([N:18]2[CH2:23][CH2:22][NH:21][CH2:20][CH2:19]2)=[N:5][C:6]([C:14]([F:17])([F:16])[F:15])=[C:7]([CH:13]=1)[C:8]([O:10][CH2:11][CH3:12])=[O:9])#[N:2].[F:24][C:25]1[CH:30]=[CH:29][C:28]([CH2:31][N:32]=[C:33]=[O:34])=[CH:27][CH:26]=1. (3) Given the product [CH3:25][N:22]1[CH2:21][CH2:20][N:19]([C:17]([C:14]2[CH:13]=[CH:12][C:11]([C:8]3[N:9]=[CH:10][C:5]4[N:6]([C:2]([C:35]5[CH:36]=[CH:37][CH:38]=[CH:39][C:34]=5[C:32]#[N:33])=[CH:3][N:4]=4)[CH:7]=3)=[CH:16][CH:15]=2)=[O:18])[CH2:24][CH2:23]1, predict the reactants needed to synthesize it. The reactants are: I[C:2]1[N:6]2[CH:7]=[C:8]([C:11]3[CH:16]=[CH:15][C:14]([C:17]([N:19]4[CH2:24][CH2:23][N:22]([CH3:25])[CH2:21][CH2:20]4)=[O:18])=[CH:13][CH:12]=3)[N:9]=[CH:10][C:5]2=[N:4][CH:3]=1.C([O-])([O-])=O.[K+].[K+].[C:32]([C:34]1[CH:39]=[CH:38][CH:37]=[CH:36][C:35]=1B(O)O)#[N:33]. (4) Given the product [CH:32]1([C:35]([N:37]2[CH2:42][CH2:41][N:40]([C:4]([C:3]3[CH:7]=[C:8]([CH:9]=[CH:10][C:2]=3[F:1])[CH2:11][C:12]3[C:21]4[C:16](=[CH:17][CH:18]=[CH:19][CH:20]=4)[C:15](=[O:22])[NH:14][N:13]=3)=[O:6])[CH2:39][CH2:38]2)=[O:36])[CH2:33][CH2:34]1, predict the reactants needed to synthesize it. The reactants are: [F:1][C:2]1[CH:10]=[CH:9][C:8]([CH2:11][C:12]2[C:21]3[C:16](=[CH:17][CH:18]=[CH:19][CH:20]=3)[C:15](=[O:22])[NH:14][N:13]=2)=[CH:7][C:3]=1[C:4]([OH:6])=O.C(N(C(C)C)CC)(C)C.[CH:32]1([C:35]([N:37]2[CH2:42][CH2:41][NH:40][CH2:39][CH2:38]2)=[O:36])[CH2:34][CH2:33]1.F[P-](F)(F)(F)(F)F.N1(OC(N(C)C)=[N+](C)C)C2C=CC=CC=2N=N1. (5) The reactants are: [S:1]1[C:5]2[CH:6]=[CH:7][CH:8]=[CH:9][C:4]=2[N:3]=[C:2]1[OH:10].[CH3:11][N:12]([C:16]1[CH:21]=[CH:20][CH:19]=[CH:18][CH:17]=1)[C:13](Cl)=[O:14]. Given the product [S:1]1[C:5]2[CH:6]=[CH:7][CH:8]=[CH:9][C:4]=2[N:3]=[C:2]1[O:10][C:13](=[O:14])[N:12]([CH3:11])[C:16]1[CH:21]=[CH:20][CH:19]=[CH:18][CH:17]=1, predict the reactants needed to synthesize it. (6) Given the product [Br:1][C:2]1[CH:9]=[CH:8][C:5]([CH:6]2[O:14][CH2:13][C:11]([CH3:15])([CH3:12])[CH2:10][O:7]2)=[CH:4][CH:3]=1, predict the reactants needed to synthesize it. The reactants are: [Br:1][C:2]1[CH:9]=[CH:8][C:5]([CH:6]=[O:7])=[CH:4][CH:3]=1.[CH3:10][C:11]([CH2:15]O)([CH2:13][OH:14])[CH3:12]. (7) Given the product [C:1]([C:3]1([C:4]2[CH:5]=[C:6]([CH:11]=[CH:12][CH:13]=2)[C:7]([O:9][CH3:10])=[O:8])[CH2:19][CH2:18][CH2:17]1)#[N:2], predict the reactants needed to synthesize it. The reactants are: [C:1]([CH2:3][C:4]1[CH:5]=[C:6]([CH:11]=[CH:12][CH:13]=1)[C:7]([O:9][CH3:10])=[O:8])#[N:2].[H-].[Na+].Br[CH2:17][CH2:18][CH2:19]Br.